This data is from Reaction yield outcomes from USPTO patents with 853,638 reactions. The task is: Predict the reaction yield, written as a fraction of the theoretical maximum amount of product (1.0 means a 100% yield; for example, 0.34 means a 34% yield). (1) The reactants are [N:1]([CH2:4][CH2:5][NH:6][C:7](=[O:21])[CH2:8][CH2:9][CH2:10][CH2:11][CH2:12][CH2:13][CH2:14][CH2:15][CH2:16][CH2:17][CH2:18][CH2:19][CH3:20])=[N+:2]=[N-:3].N([CH2:25][CH2:26]N)=[N+]=[N-].C(N(CC)CC)C. The catalyst is ClCCl. The product is [N:1]([CH2:4][CH2:5][NH:6][C:7](=[O:21])[CH2:8][CH2:9][CH2:10][CH2:11][CH2:12][CH2:13][CH2:14][CH2:15][CH2:16][CH2:17][CH2:18][CH2:19][CH2:20][CH2:25][CH3:26])=[N+:2]=[N-:3]. The yield is 0.840. (2) The reactants are [CH3:1][O:2][C:3]1[CH:4]=[C:5]([CH:9]=[CH:10][CH:11]=1)[C:6](Cl)=[O:7].[C:12]([NH2:21])([C:15]1[CH:20]=[CH:19][CH:18]=[CH:17][CH:16]=1)([CH3:14])[CH3:13].C(N(CC)CC)C. The catalyst is ClCCl.CN(C1C=CN=CC=1)C. The product is [CH3:1][O:2][C:3]1[CH:4]=[C:5]([CH:9]=[CH:10][CH:11]=1)[C:6]([NH:21][C:12]([CH3:14])([C:15]1[CH:20]=[CH:19][CH:18]=[CH:17][CH:16]=1)[CH3:13])=[O:7]. The yield is 0.980. (3) The reactants are C(OC([N:8]1[C:16]2[C:11](=[CH:12][CH:13]=[CH:14][CH:15]=2)[C:10]([CH:17]([CH3:20])[C:18]#[N:19])=[CH:9]1)=O)(C)(C)C.C(O)(C(F)(F)F)=O. The catalyst is C(Cl)Cl. The product is [NH:8]1[C:16]2[C:11](=[CH:12][CH:13]=[CH:14][CH:15]=2)[C:10]([CH:17]([CH3:20])[C:18]#[N:19])=[CH:9]1. The yield is 0.990. (4) The reactants are [CH2:1]([O:3][C:4](=[O:16])[C:5]1[C:10]([OH:11])=[CH:9][C:8]([C:12]([CH3:15])([CH3:14])[CH3:13])=[N:7][CH:6]=1)[CH3:2].C(=O)([O-])[O-].[K+].[K+].[CH2:23](I)[CH3:24]. The catalyst is CN(C)C=O.O.[Cl-].[Na+].O. The product is [CH2:1]([O:3][C:4](=[O:16])[C:5]1[C:10]([O:11][CH2:23][CH3:24])=[CH:9][C:8]([C:12]([CH3:15])([CH3:14])[CH3:13])=[N:7][CH:6]=1)[CH3:2]. The yield is 0.800.